This data is from Forward reaction prediction with 1.9M reactions from USPTO patents (1976-2016). The task is: Predict the product of the given reaction. (1) Given the reactants [CH3:1][CH:2]([N:4]1[C:8]([C:9]([O:11]C(C)(C)C)=[O:10])=[CH:7][C:6]([CH2:16][N:17]2[CH2:22][CH2:21][O:20][CH2:19][CH2:18]2)=[N:5]1)[CH3:3].Cl, predict the reaction product. The product is: [CH3:3][CH:2]([N:4]1[C:8]([C:9]([OH:11])=[O:10])=[CH:7][C:6]([CH2:16][N:17]2[CH2:18][CH2:19][O:20][CH2:21][CH2:22]2)=[N:5]1)[CH3:1]. (2) The product is: [F:1][C:2]1[CH:3]=[C:4]([CH:17]=[CH:18][CH:19]=1)[CH2:5][NH:6][C:7]([NH:9][C:10]1[S:11][CH:12]=[C:13]([CH2:15][NH:20][CH2:21][CH2:22][OH:23])[N:14]=1)=[O:8]. Given the reactants [F:1][C:2]1[CH:3]=[C:4]([CH:17]=[CH:18][CH:19]=1)[CH2:5][NH:6][C:7]([NH:9][C:10]1[S:11][CH:12]=[C:13]([CH2:15]I)[N:14]=1)=[O:8].[NH2:20][CH2:21][CH2:22][OH:23].O, predict the reaction product. (3) Given the reactants Br[C:2]1[CH:7]=[CH:6][C:5]([S:8][CH3:9])=[CH:4][C:3]=1[CH3:10].[Cl-].[C:12]([O:16][C:17](=[O:20])[CH2:18][Zn+])([CH3:15])([CH3:14])[CH3:13], predict the reaction product. The product is: [C:12]([O:16][C:17](=[O:20])[CH2:18][C:2]1[CH:7]=[CH:6][C:5]([S:8][CH3:9])=[CH:4][C:3]=1[CH3:10])([CH3:15])([CH3:14])[CH3:13]. (4) The product is: [C:1]([O:5][C:6](=[O:23])[CH2:7][CH:8]1[C:14]2[CH:15]=[CH:16][CH:17]=[CH:18][C:13]=2[N:12]([CH2:19][C:20]([NH:24][CH2:25][CH:26]2[CH2:27][CH2:28][CH:29]([NH:32][C:33]3[NH:34][C:35]4[CH:41]=[CH:40][CH:39]=[CH:38][C:36]=4[N:37]=3)[CH2:30][CH2:31]2)=[O:21])[CH2:11][CH2:10][CH2:9]1)([CH3:4])([CH3:2])[CH3:3]. Given the reactants [C:1]([O:5][C:6](=[O:23])[CH2:7][CH:8]1[C:14]2[CH:15]=[CH:16][CH:17]=[CH:18][C:13]=2[N:12]([CH2:19][C:20](O)=[O:21])[CH2:11][CH2:10][CH2:9]1)([CH3:4])([CH3:3])[CH3:2].[NH2:24][CH2:25][C@H:26]1[CH2:31][CH2:30][C@H:29]([NH:32][C:33]2[NH:37][C:36]3[CH:38]=[CH:39][CH:40]=[CH:41][C:35]=3[N:34]=2)[CH2:28][CH2:27]1, predict the reaction product. (5) Given the reactants CCCCCC.[S:7]1[CH:11]=[CH:10][C:9]2[CH:12]=[CH:13][CH:14]=[CH:15][C:8]1=2.[Br:16][C:17]1[CH:18]=[CH:19][C:20]([O:25][CH3:26])=[C:21]([CH:24]=1)[CH:22]=[O:23].[Cl-].[NH4+], predict the reaction product. The product is: [S:7]1[C:8]2[CH:15]=[CH:14][CH:13]=[CH:12][C:9]=2[CH:10]=[C:11]1[CH:22]([C:21]1[CH:24]=[C:17]([Br:16])[CH:18]=[CH:19][C:20]=1[O:25][CH3:26])[OH:23].